Dataset: Forward reaction prediction with 1.9M reactions from USPTO patents (1976-2016). Task: Predict the product of the given reaction. (1) Given the reactants Br[C:2]1[O:6][C:5]2[C:7]([O:13]C(=O)C)=[C:8]([O:11][CH3:12])[CH:9]=[CH:10][C:4]=2[C:3]=1[C:17](=[O:30])[C:18]1[CH:23]=[C:22]([O:24][CH3:25])[C:21]([O:26][CH3:27])=[C:20]([O:28][CH3:29])[CH:19]=1.[NH:31]1[CH:35]=[CH:34][N:33]=[CH:32]1, predict the reaction product. The product is: [N:31]1([C:2]2[O:6][C:5]3[C:7]([OH:13])=[C:8]([O:11][CH3:12])[CH:9]=[CH:10][C:4]=3[C:3]=2[C:17](=[O:30])[C:18]2[CH:19]=[C:20]([O:28][CH3:29])[C:21]([O:26][CH3:27])=[C:22]([O:24][CH3:25])[CH:23]=2)[CH:35]=[CH:34][N:33]=[CH:32]1. (2) Given the reactants C[O:2][C:3]1[CH:4]=[CH:5][C:6]2[N:11]([C:12]([O:14][CH2:15][C:16]3[CH:21]=[CH:20][CH:19]=[CH:18][CH:17]=3)=[O:13])[CH2:10][C:9](=[O:22])[N:8]([CH2:23][C@@H:24]3[CH2:26][O:25]3)[C:7]=2[N:27]=1, predict the reaction product. The product is: [OH:25][CH2:26][C@H:24]1[N:27]2[C:7]3[N:8]([C:9](=[O:22])[CH2:10][N:11]([C:12]([O:14][CH2:15][C:16]4[CH:17]=[CH:18][CH:19]=[CH:20][CH:21]=4)=[O:13])[C:6]=3[CH:5]=[CH:4][C:3]2=[O:2])[CH2:23]1.